Dataset: Forward reaction prediction with 1.9M reactions from USPTO patents (1976-2016). Task: Predict the product of the given reaction. (1) Given the reactants F[C:2]1[CH:3]=[C:4]([C:12]2[C:20]3[CH2:19][CH2:18][CH:17]([NH2:21])[C:16]=3[CH:15]=[N:14][CH:13]=2)[CH:5]=[CH:6][C:7]=1[C:8]([F:11])([F:10])[F:9].FC(F)(F)C1C=CC(C2C3CCC(=O)C=3C=NC=2)=CC=1, predict the reaction product. The product is: [F:11][C:8]([F:9])([F:10])[C:7]1[CH:2]=[CH:3][C:4]([C:12]2[C:20]3[CH2:19][CH2:18][CH:17]([NH2:21])[C:16]=3[CH:15]=[N:14][CH:13]=2)=[CH:5][CH:6]=1. (2) Given the reactants N[C:2]1[O:6][N:5]=[CH:4][N:3]=1.OC1C=CC=CC=1C(N)=N.[Cl:17][C:18]([Cl:29])([Cl:28])C(OC(=O)[C:18]([Cl:29])([Cl:28])[Cl:17])=O, predict the reaction product. The product is: [Cl:17][C:18]([C:4]1[N:3]=[CH:2][O:6][N:5]=1)([Cl:29])[Cl:28]. (3) Given the reactants C(O[C:6]([N:8]1[CH2:13][CH2:12][N:11]([C:14]2[C:15](=[O:33])[N:16]([CH2:29][CH:30]([CH3:32])[CH3:31])[N:17]=[C:18]([C:21]3[CH:26]=[CH:25][C:24](C)=[C:23](F)[CH:22]=3)[C:19]=2[CH3:20])[CH2:10][CH2:9]1)=O)(C)(C)C.C(N1C(=O)C(C[O:46][S:47]([CH3:50])(=O)=O)=CC(C2C=CC(S(C)=O)=CC=2)=N1)C(C)C.CN1CCNCC1, predict the reaction product. The product is: [CH2:29]([N:16]1[C:15](=[O:33])[C:14]([N:11]2[CH2:12][CH2:13][N:8]([CH3:6])[CH2:9][CH2:10]2)=[C:19]([CH3:20])[C:18]([C:21]2[CH:26]=[CH:25][C:24]([S:47]([CH3:50])=[O:46])=[CH:23][CH:22]=2)=[N:17]1)[CH:30]([CH3:32])[CH3:31]. (4) Given the reactants [Cl:1][C:2]1[CH:3]=[C:4]([CH:17]=[CH:18][C:19]=1[F:20])[C:5]([NH:7][C:8]1[N:13]=[CH:12][C:11]([N+:14]([O-])=O)=[CH:10][N:9]=1)=[O:6], predict the reaction product. The product is: [NH2:14][C:11]1[CH:12]=[N:13][C:8]([NH:7][C:5](=[O:6])[C:4]2[CH:17]=[CH:18][C:19]([F:20])=[C:2]([Cl:1])[CH:3]=2)=[N:9][CH:10]=1. (5) Given the reactants [CH3:1][O:2][C:3]([C:5]1[CH:10]=[CH:9][CH:8]=[C:7](Br)[N:6]=1)=[O:4].[C:12]([O:16][C:17]([N:19]1[CH:23]=[C:22](B2OC(C)(C)C(C)(C)O2)[CH:21]=[N:20]1)=[O:18])([CH3:15])([CH3:14])[CH3:13].C(=O)([O-])[O-].[K+].[K+], predict the reaction product. The product is: [CH3:1][O:2][C:3]([C:5]1[CH:10]=[CH:9][CH:8]=[C:7]([C:22]2[CH:21]=[N:20][N:19]([C:17]([O:16][C:12]([CH3:15])([CH3:14])[CH3:13])=[O:18])[CH:23]=2)[N:6]=1)=[O:4].